This data is from NCI-60 drug combinations with 297,098 pairs across 59 cell lines. The task is: Regression. Given two drug SMILES strings and cell line genomic features, predict the synergy score measuring deviation from expected non-interaction effect. Drug 1: C1CCN(CC1)CCOC2=CC=C(C=C2)C(=O)C3=C(SC4=C3C=CC(=C4)O)C5=CC=C(C=C5)O. Drug 2: CCC1=CC2CC(C3=C(CN(C2)C1)C4=CC=CC=C4N3)(C5=C(C=C6C(=C5)C78CCN9C7C(C=CC9)(C(C(C8N6C)(C(=O)OC)O)OC(=O)C)CC)OC)C(=O)OC.C(C(C(=O)O)O)(C(=O)O)O. Cell line: HCC-2998. Synergy scores: CSS=44.8, Synergy_ZIP=-2.44, Synergy_Bliss=-8.38, Synergy_Loewe=-31.5, Synergy_HSA=-9.83.